Dataset: Full USPTO retrosynthesis dataset with 1.9M reactions from patents (1976-2016). Task: Predict the reactants needed to synthesize the given product. (1) Given the product [F:1][C:2]1[CH:3]=[CH:4][C:5]([C:36]2[C:37]([CH3:50])=[CH:38][C:39]([O:40][CH:41]3[CH2:45][CH2:44][CH:43]([OH:46])[CH2:42]3)=[CH:47][C:48]=2[CH3:49])=[C:6]2[C:10]=1[C@H:9]([O:11][C:12]1[CH:25]=[CH:24][C:15]3[C@H:16]([CH2:19][C:20]([O:22][CH3:23])=[O:21])[CH2:17][O:18][C:14]=3[CH:13]=1)[CH2:8][CH2:7]2, predict the reactants needed to synthesize it. The reactants are: [F:1][C:2]1[CH:3]=[CH:4][C:5](B2OC(C)(C)C(C)(C)O2)=[C:6]2[C:10]=1[C@H:9]([O:11][C:12]1[CH:25]=[CH:24][C:15]3[C@H:16]([CH2:19][C:20]([O:22][CH3:23])=[O:21])[CH2:17][O:18][C:14]=3[CH:13]=1)[CH2:8][CH2:7]2.Br[C:36]1[C:48]([CH3:49])=[CH:47][C:39]([O:40][CH:41]2[CH2:45][CH2:44][CH:43]([OH:46])[CH2:42]2)=[CH:38][C:37]=1[CH3:50]. (2) Given the product [Cl:9][C:4]1[CH:5]=[C:6]([Cl:8])[CH:7]=[C:2]([Cl:1])[C:3]=1[CH2:10][C:12]#[N:13], predict the reactants needed to synthesize it. The reactants are: [Cl:1][C:2]1[CH:7]=[C:6]([Cl:8])[CH:5]=[C:4]([Cl:9])[C:3]=1[CH2:10]Cl.[C-:12]#[N:13].[Na+].